Dataset: Reaction yield outcomes from USPTO patents with 853,638 reactions. Task: Predict the reaction yield, written as a fraction of the theoretical maximum amount of product (1.0 means a 100% yield; for example, 0.34 means a 34% yield). (1) The reactants are O[CH:2]([CH3:8])[C:3]#[C:4][C:5](=[O:7])[CH3:6].Br.[CH2:10]([S:16][C:17](=[NH:19])[NH2:18])[CH2:11][CH2:12][CH2:13][CH2:14][CH3:15].C(N(CC)CC)C. The catalyst is C1COCC1. The product is [CH2:10]([S:16][C:17]1[N:19]=[C:4]([CH:5]([OH:7])[CH3:6])[CH:3]=[C:2]([CH3:8])[N:18]=1)[CH2:11][CH2:12][CH2:13][CH2:14][CH3:15]. The yield is 0.610. (2) The reactants are Cl[O-].[Na+].C(N(CC)CC)C.[Br:11][C:12]1[CH:20]=[CH:19][C:15](/[CH:16]=[N:17]/[OH:18])=[C:14]([O:21][CH2:22][C:23]#[C:24][C:25]2[C:29]([C:30]([F:33])([F:32])[F:31])=[C:28]([C:34]3[CH:39]=[CH:38][CH:37]=[CH:36][CH:35]=3)[O:27][N:26]=2)[CH:13]=1. The catalyst is ClCCl. The product is [Br:11][C:12]1[CH:20]=[CH:19][C:15]2[C:16]3=[N:17][O:18][C:24]([C:25]4[C:29]([C:30]([F:33])([F:31])[F:32])=[C:28]([C:34]5[CH:39]=[CH:38][CH:37]=[CH:36][CH:35]=5)[O:27][N:26]=4)=[C:23]3[CH2:22][O:21][C:14]=2[CH:13]=1. The yield is 0.730. (3) The reactants are [CH2:1]1[C:10]2[C:5](=[CH:6][CH:7]=[CH:8][CH:9]=2)[CH2:4][CH2:3][N:2]1[C:11](=[O:23])[C:12]([NH:15]C(=O)OC(C)(C)C)([CH3:14])[CH3:13]. The catalyst is C(O)(C(F)(F)F)=O.C(Cl)Cl. The product is [NH2:15][C:12]([CH3:14])([CH3:13])[C:11]([N:2]1[CH2:3][CH2:4][C:5]2[C:10](=[CH:9][CH:8]=[CH:7][CH:6]=2)[CH2:1]1)=[O:23]. The yield is 0.770. (4) The reactants are Cl[C:2]1[C:7]([N+:8]([O-:10])=[O:9])=[CH:6][CH:5]=[C:4]([Cl:11])[N:3]=1.[Cu][C:13]#[N:14]. The catalyst is CN1C(=O)CCC1. The product is [Cl:11][C:4]1[N:3]=[C:2]([C:13]#[N:14])[C:7]([N+:8]([O-:10])=[O:9])=[CH:6][CH:5]=1. The yield is 0.440.